This data is from Reaction yield outcomes from USPTO patents with 853,638 reactions. The task is: Predict the reaction yield, written as a fraction of the theoretical maximum amount of product (1.0 means a 100% yield; for example, 0.34 means a 34% yield). The reactants are [N:1]([CH2:4][CH:5]1[CH2:9][C:8]2[CH:10]=[CH:11][CH:12]=[C:13]([CH:14]3[CH2:18][CH2:17][CH2:16][CH2:15]3)[C:7]=2[O:6]1)=[N+]=[N-]. The catalyst is [Pd]. The product is [CH:14]1([C:13]2[C:7]3[O:6][CH:5]([CH2:4][NH2:1])[CH2:9][C:8]=3[CH:10]=[CH:11][CH:12]=2)[CH2:15][CH2:16][CH2:17][CH2:18]1. The yield is 0.580.